From a dataset of Catalyst prediction with 721,799 reactions and 888 catalyst types from USPTO. Predict which catalyst facilitates the given reaction. (1) Reactant: [N+:1]([C:4]1[CH:9]=[CH:8][C:7]([C:10]2[S:11][CH:12]=[CH:13][CH:14]=2)=[CH:6][C:5]=1[NH:15][C:16]([O:18][CH2:19][CH:20]1[CH2:23][N:22](C(OC(C)(C)C)=O)[CH2:21]1)=[O:17])([O-:3])=[O:2].C(O)(C(F)(F)F)=O. Product: [N+:1]([C:4]1[CH:9]=[CH:8][C:7]([C:10]2[S:11][CH:12]=[CH:13][CH:14]=2)=[CH:6][C:5]=1[NH:15][C:16](=[O:17])[O:18][CH2:19][CH:20]1[CH2:21][NH:22][CH2:23]1)([O-:3])=[O:2]. The catalyst class is: 4. (2) The catalyst class is: 294. Reactant: Br[C:2]1[CH:3]=[CH:4][C:5]2[N:9]=[C:8]([CH2:10][N:11]3[CH2:16][CH2:15][CH:14]([C:17]4[CH:22]=[CH:21][CH:20]=[CH:19][C:18]=4[F:23])[CH2:13][CH2:12]3)[N:7]([CH3:24])[C:6]=2[CH:25]=1.[CH3:26][Zn]C. Product: [F:23][C:18]1[CH:19]=[CH:20][CH:21]=[CH:22][C:17]=1[CH:14]1[CH2:15][CH2:16][N:11]([CH2:10][C:8]2[N:7]([CH3:24])[C:6]3[CH:25]=[C:2]([CH3:26])[CH:3]=[CH:4][C:5]=3[N:9]=2)[CH2:12][CH2:13]1. (3) Reactant: [Cl:1][C:2]1[N:11]=[CH:10][C:9]2[NH:8][C:7](=O)[CH:6]3[CH2:13][O:14][CH2:15][CH2:16][N:5]3[C:4]=2[N:3]=1.[H-].[Al+3].[Li+].[H-].[H-].[H-].C(OCC)(=O)C.[NH4+].[Cl-]. Product: [Cl:1][C:2]1[N:11]=[CH:10][C:9]2[NH:8][CH2:7][CH:6]3[CH2:13][O:14][CH2:15][CH2:16][N:5]3[C:4]=2[N:3]=1. The catalyst class is: 1. (4) Reactant: Br[CH2:2][C:3]([C:5]1[C:6]([C:12]([F:15])([F:14])[F:13])=[N:7][N:8]([CH3:11])[C:9]=1[Cl:10])=[O:4].[C-:16]#[N:17].[Na+].Cl. Product: [Cl:10][C:9]1[N:8]([CH3:11])[N:7]=[C:6]([C:12]([F:15])([F:14])[F:13])[C:5]=1[C:3](=[O:4])[CH2:2][C:16]#[N:17]. The catalyst class is: 40. (5) Reactant: [CH2:1]([O:8][C:9](=[O:23])[C@@H:10]([NH:15][C:16]([O:18][C:19]([CH3:22])([CH3:21])[CH3:20])=[O:17])[CH2:11][C:12](O)=[O:13])C1C=CC=CC=1.[OH:24][NH:25][C:26](=[NH:33])[C:27]1[CH:32]=[CH:31][CH:30]=[CH:29][CH:28]=1.Cl.CN(C)CCCN=C=NCC.O.ON1C2C=CC=CC=2N=N1.CN1CCOCC1. Product: [NH2:33]/[C:26](=[N:25]\[O:24][C:12](=[O:13])[CH2:11][C@H:10]([NH:15][C:16]([O:18][C:19]([CH3:21])([CH3:20])[CH3:22])=[O:17])[C:9]([O:8][CH3:1])=[O:23])/[C:27]1[CH:32]=[CH:31][CH:30]=[CH:29][CH:28]=1. The catalyst class is: 4. (6) Reactant: [N:1]#[C:2]Br.[NH:4]1[CH2:9][CH2:8][CH:7]([C:10]2[CH:15]=[CH:14][C:13]([C@@H:16]([NH:18][C:19](=[O:21])[CH3:20])[CH3:17])=[CH:12][CH:11]=2)[CH2:6][CH2:5]1.CCN(C(C)C)C(C)C. Product: [C:2]([N:4]1[CH2:9][CH2:8][CH:7]([C:10]2[CH:15]=[CH:14][C:13]([C@@H:16]([NH:18][C:19](=[O:21])[CH3:20])[CH3:17])=[CH:12][CH:11]=2)[CH2:6][CH2:5]1)#[N:1]. The catalyst class is: 266. (7) Reactant: [CH:1]1([C:7]2[C:8]3[CH:25]=[CH:24][C:23]([C:26]([O:28][CH3:29])=[O:27])=[CH:22][C:9]=3[N:10]3[C:16]=2[C:15]2[CH:17]=[CH:18][C:19]([OH:21])=[CH:20][C:14]=2[O:13][CH2:12][CH2:11]3)[CH2:6][CH2:5][CH2:4][CH2:3][CH2:2]1.C(=O)([O-])[O-].[K+].[K+].[CH2:36](Br)[C:37]1[CH:42]=[CH:41][CH:40]=[CH:39][CH:38]=1.C(=O)([O-])O.[Na+]. Product: [CH2:36]([O:21][C:19]1[CH:18]=[CH:17][C:15]2[C:16]3[N:10]([CH2:11][CH2:12][O:13][C:14]=2[CH:20]=1)[C:9]1[CH:22]=[C:23]([C:26]([O:28][CH3:29])=[O:27])[CH:24]=[CH:25][C:8]=1[C:7]=3[CH:1]1[CH2:2][CH2:3][CH2:4][CH2:5][CH2:6]1)[C:37]1[CH:42]=[CH:41][CH:40]=[CH:39][CH:38]=1. The catalyst class is: 9.